Dataset: Catalyst prediction with 721,799 reactions and 888 catalyst types from USPTO. Task: Predict which catalyst facilitates the given reaction. (1) Reactant: [Cl:1][C:2]1[CH:10]=[CH:9][CH:8]=[CH:7][C:3]=1[C:4](Cl)=[O:5].[CH3:11][C:12]([NH2:17])([CH3:16])[CH2:13][S:14][CH3:15].C(N(CC)CC)C. Product: [Cl:1][C:2]1[CH:10]=[CH:9][CH:8]=[CH:7][C:3]=1[C:4]([NH:17][C:12]([CH3:16])([CH3:11])[CH2:13][S:14][CH3:15])=[O:5]. The catalyst class is: 4. (2) Reactant: [CH3:1][C@@H:2]1[CH2:10][C:5]2([O:9][CH2:8][CH2:7][O:6]2)[CH2:4][C@@H:3]1[C:11]([NH:13][NH:14][C:15]1[N:16]=[C:17]2[CH:23]=[CH:22][N:21]([S:24]([C:27]3[CH:33]=[CH:32][C:30]([CH3:31])=[CH:29][CH:28]=3)(=[O:26])=[O:25])[C:18]2=[N:19][CH:20]=1)=O.S(Cl)(Cl)=O. Product: [CH3:1][C@@H:2]1[CH2:10][C:5]2([O:6][CH2:7][CH2:8][O:9]2)[CH2:4][C@@H:3]1[C:11]1[N:16]2[C:17]3[CH:23]=[CH:22][N:21]([S:24]([C:27]4[CH:33]=[CH:32][C:30]([CH3:31])=[CH:29][CH:28]=4)(=[O:26])=[O:25])[C:18]=3[N:19]=[CH:20][C:15]2=[N:14][N:13]=1. The catalyst class is: 12. (3) Product: [Si:21]([O:20][CH:17]1[CH2:18][CH2:19][CH:14]([NH:13][C:12]2[NH:8][N:9]=[CH:10][CH:11]=2)[CH2:15][CH2:16]1)([C:24]([CH3:27])([CH3:26])[CH3:25])([CH3:22])[CH3:23]. Reactant: C([N:8]1[C:12]([NH:13][CH:14]2[CH2:19][CH2:18][CH:17]([O:20][Si:21]([C:24]([CH3:27])([CH3:26])[CH3:25])([CH3:23])[CH3:22])[CH2:16][CH2:15]2)=[CH:11][CH:10]=[N:9]1)C1C=CC=CC=1.C(O)(=O)C.C([O-])=O.[NH4+].C(OCC)(=O)C. The catalyst class is: 421. (4) Reactant: [CH2:1]([N:4]1[CH:8]=[C:7]([C:9]([O:11]C)=[O:10])[N:6]=[CH:5]1)[CH2:2][CH3:3].[Li+].[OH-].Cl. Product: [CH2:1]([N:4]1[CH:8]=[C:7]([C:9]([OH:11])=[O:10])[N:6]=[CH:5]1)[CH2:2][CH3:3]. The catalyst class is: 5. (5) Reactant: [NH:1]1[CH2:8][CH2:7][CH2:6][C@H:2]1[C:3]([OH:5])=[O:4].C([O-])([O-])=O.[Na+].[Na+].[CH2:15]([O:22][C:23](Cl)=[O:24])[C:16]1[CH:21]=[CH:20][CH:19]=[CH:18][CH:17]=1. Product: [CH2:15]([O:22][C:23]([N:1]1[CH2:8][CH2:7][CH2:6][C@H:2]1[C:3]([OH:5])=[O:4])=[O:24])[C:16]1[CH:21]=[CH:20][CH:19]=[CH:18][CH:17]=1. The catalyst class is: 6. (6) Reactant: [F:1][C:2]1[CH:7]=[CH:6][C:5]([F:8])=[CH:4][C:3]=1[CH:9]1[CH2:13][CH2:12][CH2:11][N:10]1[C:14]1[CH:19]=[CH:18][N:17]2[N:20]=[CH:21][C:22](/[CH:23]=[CH:24]/[C:25]([OH:27])=O)=[C:16]2[N:15]=1.[C:28]([NH2:32])([CH3:31])([CH3:30])[CH3:29].CCN(C(C)C)C(C)C.CN(C(ON1N=NC2C=CC=NC1=2)=[N+](C)C)C.F[P-](F)(F)(F)(F)F. Product: [C:28]([NH:32][C:25](=[O:27])/[CH:24]=[CH:23]/[C:22]1[CH:21]=[N:20][N:17]2[CH:18]=[CH:19][C:14]([N:10]3[CH2:11][CH2:12][CH2:13][CH:9]3[C:3]3[CH:4]=[C:5]([F:8])[CH:6]=[CH:7][C:2]=3[F:1])=[N:15][C:16]=12)([CH3:31])([CH3:30])[CH3:29]. The catalyst class is: 31. (7) Reactant: [H-].[H-].[H-].[H-].[Li+].[Al+3].[Cl:7][C:8]1[CH:13]=[CH:12][C:11]([CH2:14][C:15]([CH3:22])([CH3:21])[C:16](OCC)=[O:17])=[CH:10][CH:9]=1. The catalyst class is: 1. Product: [Cl:7][C:8]1[CH:9]=[CH:10][C:11]([CH2:14][C:15]([CH3:22])([CH3:21])[CH2:16][OH:17])=[CH:12][CH:13]=1. (8) Reactant: [CH2:1]([O:3][C:4](=[O:28])[NH:5][C:6]1[CH:11]=[CH:10][CH:9]=[C:8]([CH2:12][N:13]2[C:18](=[O:19])[CH:17]=[CH:16][C:15]([C:20]3[CH:25]=[CH:24][C:23]([C:26]#[N:27])=[CH:22][CH:21]=3)=[N:14]2)[CH:7]=1)[CH3:2].[N-:29]=[N+:30]=[N-:31].[Na+].[Cl-].C([NH+](CC)CC)C. Product: [CH2:1]([O:3][C:4](=[O:28])[NH:5][C:6]1[CH:11]=[CH:10][CH:9]=[C:8]([CH2:12][N:13]2[C:18](=[O:19])[CH:17]=[CH:16][C:15]([C:20]3[CH:21]=[CH:22][C:23]([C:26]4[NH:31][N:30]=[N:29][N:27]=4)=[CH:24][CH:25]=3)=[N:14]2)[CH:7]=1)[CH3:2]. The catalyst class is: 11.